The task is: Regression. Given two drug SMILES strings and cell line genomic features, predict the synergy score measuring deviation from expected non-interaction effect.. This data is from NCI-60 drug combinations with 297,098 pairs across 59 cell lines. (1) Drug 1: CC1C(C(=O)NC(C(=O)N2CCCC2C(=O)N(CC(=O)N(C(C(=O)O1)C(C)C)C)C)C(C)C)NC(=O)C3=C4C(=C(C=C3)C)OC5=C(C(=O)C(=C(C5=N4)C(=O)NC6C(OC(=O)C(N(C(=O)CN(C(=O)C7CCCN7C(=O)C(NC6=O)C(C)C)C)C)C(C)C)C)N)C. Drug 2: COCCOC1=C(C=C2C(=C1)C(=NC=N2)NC3=CC=CC(=C3)C#C)OCCOC.Cl. Cell line: RPMI-8226. Synergy scores: CSS=4.94, Synergy_ZIP=9.76, Synergy_Bliss=9.69, Synergy_Loewe=5.40, Synergy_HSA=5.67. (2) Drug 1: CCCCC(=O)OCC(=O)C1(CC(C2=C(C1)C(=C3C(=C2O)C(=O)C4=C(C3=O)C=CC=C4OC)O)OC5CC(C(C(O5)C)O)NC(=O)C(F)(F)F)O. Drug 2: C1CNP(=O)(OC1)N(CCCl)CCCl. Cell line: MCF7. Synergy scores: CSS=41.2, Synergy_ZIP=-1.27, Synergy_Bliss=-3.00, Synergy_Loewe=-39.1, Synergy_HSA=-2.81. (3) Drug 1: C1CCC(C1)C(CC#N)N2C=C(C=N2)C3=C4C=CNC4=NC=N3. Drug 2: CC12CCC3C(C1CCC2OP(=O)(O)O)CCC4=C3C=CC(=C4)OC(=O)N(CCCl)CCCl.[Na+]. Cell line: MOLT-4. Synergy scores: CSS=1.04, Synergy_ZIP=-2.26, Synergy_Bliss=-3.66, Synergy_Loewe=-6.23, Synergy_HSA=-3.57. (4) Drug 1: C1=CC(=C2C(=C1NCCNCCO)C(=O)C3=C(C=CC(=C3C2=O)O)O)NCCNCCO. Drug 2: C1C(C(OC1N2C=C(C(=O)NC2=O)F)CO)O. Cell line: SF-295. Synergy scores: CSS=73.1, Synergy_ZIP=-0.384, Synergy_Bliss=-0.253, Synergy_Loewe=2.16, Synergy_HSA=6.38. (5) Drug 1: C1=CC(=CC=C1CCC2=CNC3=C2C(=O)NC(=N3)N)C(=O)NC(CCC(=O)O)C(=O)O. Drug 2: C(=O)(N)NO. Cell line: U251. Synergy scores: CSS=40.7, Synergy_ZIP=0.218, Synergy_Bliss=1.08, Synergy_Loewe=2.42, Synergy_HSA=3.60. (6) Drug 1: CN1C(=O)N2C=NC(=C2N=N1)C(=O)N. Drug 2: CS(=O)(=O)OCCCCOS(=O)(=O)C. Cell line: SW-620. Synergy scores: CSS=19.0, Synergy_ZIP=-5.99, Synergy_Bliss=-1.31, Synergy_Loewe=0.588, Synergy_HSA=0.609. (7) Drug 1: C1CCN(CC1)CCOC2=CC=C(C=C2)C(=O)C3=C(SC4=C3C=CC(=C4)O)C5=CC=C(C=C5)O. Drug 2: C1=CC=C(C(=C1)C(C2=CC=C(C=C2)Cl)C(Cl)Cl)Cl. Cell line: HCT-15. Synergy scores: CSS=4.08, Synergy_ZIP=-1.88, Synergy_Bliss=2.09, Synergy_Loewe=-1.72, Synergy_HSA=-2.28.